From a dataset of Catalyst prediction with 721,799 reactions and 888 catalyst types from USPTO. Predict which catalyst facilitates the given reaction. (1) Product: [CH3:1][O:2][C:3](=[O:16])[C@H:4]([CH2:6][NH:7][C:8](=[O:15])[C:9]1[CH:14]=[CH:13][CH:12]=[CH:11][CH:10]=1)[NH:5][C:20](=[O:21])[C:19]1[CH:23]=[CH:24][C:25]([C:27]([NH:29][CH2:30][C:31]2[CH:39]=[CH:38][CH:37]=[C:36]3[C:32]=2[CH:33]=[CH:34][NH:35]3)=[O:28])=[CH:26][C:18]=1[Cl:17]. The catalyst class is: 18. Reactant: [CH3:1][O:2][C:3](=[O:16])[C@H:4]([CH2:6][NH:7][C:8](=[O:15])[C:9]1[CH:14]=[CH:13][CH:12]=[CH:11][CH:10]=1)[NH2:5].[Cl:17][C:18]1[CH:26]=[C:25]([C:27]([NH:29][CH2:30][C:31]2[CH:39]=[CH:38][CH:37]=[C:36]3[C:32]=2[CH:33]=[CH:34][NH:35]3)=[O:28])[CH:24]=[CH:23][C:19]=1[C:20](O)=[O:21].C1C=CC2N(O)N=NC=2C=1.CCN=C=NCCCN(C)C.Cl. (2) Reactant: [O:1]=[C:2]1[CH2:7][CH2:6][CH2:5][CH2:4][CH:3]1[C:8]([O:10][CH2:11][CH3:12])=[O:9].[CH3:13]C[O-].[Na+].CI. Product: [CH3:13][C:3]1([C:8]([O:10][CH2:11][CH3:12])=[O:9])[CH2:4][CH2:5][CH2:6][CH2:7][C:2]1=[O:1]. The catalyst class is: 8. (3) Reactant: C[O:2][C:3]1[CH:4]=[C:5]([NH:9][C:10]([C:12]2[C:13]([NH:18][C@H:19]([C:21]3[N:26]([C:27]4[CH:32]=[CH:31][CH:30]=[CH:29][CH:28]=4)[C:25](=[O:33])[C:24]4=[C:34]([CH3:37])[CH:35]=[CH:36][N:23]4[N:22]=3)[CH3:20])=[N:14][CH:15]=[N:16][CH:17]=2)=[O:11])[CH:6]=[CH:7][CH:8]=1.B(Br)(Br)Br. Product: [OH:2][C:3]1[CH:4]=[C:5]([NH:9][C:10]([C:12]2[C:13]([NH:18][C@H:19]([C:21]3[N:26]([C:27]4[CH:32]=[CH:31][CH:30]=[CH:29][CH:28]=4)[C:25](=[O:33])[C:24]4=[C:34]([CH3:37])[CH:35]=[CH:36][N:23]4[N:22]=3)[CH3:20])=[N:14][CH:15]=[N:16][CH:17]=2)=[O:11])[CH:6]=[CH:7][CH:8]=1. The catalyst class is: 4. (4) Reactant: Cl[CH2:2][C:3]1[C:4]([NH:13][CH2:14][CH3:15])=[CH:5][C:6]([N:9]([O:11][CH3:12])[CH3:10])=[N:7][CH:8]=1.[F:16][C:17]1[CH:22]=[CH:21][C:20]([NH2:23])=[CH:19][C:18]=1[N+:24]([O-:26])=[O:25]. Product: [CH2:14]([NH:13][C:4]1[C:3]([CH2:2][NH:23][C:20]2[CH:21]=[CH:22][C:17]([F:16])=[C:18]([N+:24]([O-:26])=[O:25])[CH:19]=2)=[CH:8][N:7]=[C:6]([N:9]([O:11][CH3:12])[CH3:10])[CH:5]=1)[CH3:15]. The catalyst class is: 17. (5) Reactant: [H-].[Na+].[CH3:3][N:4]1[C:12]2[C:7](=[CH:8][CH:9]=[CH:10][CH:11]=2)[CH2:6][C:5]1=[O:13].Br[CH2:15][CH2:16]Br. Product: [CH3:3][N:4]1[C:12]2[C:7](=[CH:8][CH:9]=[CH:10][CH:11]=2)[C:6]2([CH2:16][CH2:15]2)[C:5]1=[O:13]. The catalyst class is: 3. (6) Reactant: [NH2:1][C:2]1[CH:3]=[CH:4][C:5]([O:8][CH3:9])=[N:6][CH:7]=1.[NH:10]1[C:14]2[CH:15]=[CH:16][CH:17]=[CH:18][C:13]=2[N:12]=[N:11]1.[CH:19](=O)[CH2:20][CH3:21]. Product: [N:10]1([CH:19]([NH:1][C:2]2[CH:7]=[N:6][C:5]([O:8][CH3:9])=[CH:4][CH:3]=2)[CH2:20][CH3:21])[C:14]2[CH:15]=[CH:16][CH:17]=[CH:18][C:13]=2[N:12]=[N:11]1. The catalyst class is: 11.